Task: Predict the product of the given reaction.. Dataset: Forward reaction prediction with 1.9M reactions from USPTO patents (1976-2016) (1) Given the reactants [CH2:1]([N:5]([CH2:7][C:8]1[S:12][C:11]([C:13]([O:15]C)=[O:14])=[CH:10][CH:9]=1)[CH3:6])[CH2:2][CH2:3][CH3:4].O.[OH-].[Li+], predict the reaction product. The product is: [CH2:1]([N:5]([CH2:7][C:8]1[S:12][C:11]([C:13]([OH:15])=[O:14])=[CH:10][CH:9]=1)[CH3:6])[CH2:2][CH2:3][CH3:4]. (2) Given the reactants [CH:1]1([CH:7]([C:9]2[C:10]([CH3:19])=[N:11][N:12]([C:14]([CH3:18])([CH3:17])[CH2:15][CH3:16])[CH:13]=2)O)[CH2:6][CH2:5][CH2:4][CH2:3][CH2:2]1.[NH2:20][C:21]1[CH:26]=[CH:25][C:24]([C:27]([NH:29][CH2:30][CH2:31][C:32]([O:34]CC)=[O:33])=[O:28])=[CH:23][CH:22]=1, predict the reaction product. The product is: [CH:1]1([CH:7]([NH:20][C:21]2[CH:22]=[CH:23][C:24]([C:27]([NH:29][CH2:30][CH2:31][C:32]([OH:34])=[O:33])=[O:28])=[CH:25][CH:26]=2)[C:9]2[C:10]([CH3:19])=[N:11][N:12]([C:14]([CH3:18])([CH3:17])[CH2:15][CH3:16])[CH:13]=2)[CH2:6][CH2:5][CH2:4][CH2:3][CH2:2]1. (3) The product is: [OH:1][CH:9]1[C:4]([O:17][CH3:15])([O:3][CH3:19])[CH2:5][CH2:6][N:7]([C:10]([O:12][CH2:13][CH3:14])=[O:11])[CH2:8]1. Given the reactants [OH-:1].[K+].[O:3]=[C:4]1[CH2:9][CH2:8][N:7]([C:10]([O:12][CH2:13][CH3:14])=[O:11])[CH2:6][CH2:5]1.[C:15](O)(=[O:17])C.[C:19](O)(=O)C.IC1C=CC=CC=1.C(OCC)(=O)C, predict the reaction product. (4) Given the reactants COC(C)(C)C.CCCCCC.[CH2:13]([O:20][C:21]([NH:23][C:24]1([C:31]([O:33][CH2:34][CH3:35])=[O:32])[CH2:29][C:28](=[O:30])[NH:27][C:25]1=[O:26])=[O:22])[C:14]1[CH:19]=[CH:18][CH:17]=[CH:16][CH:15]=1, predict the reaction product. The product is: [CH2:13]([O:20][C:21]([NH:23][C@:24]1([C:31]([O:33][CH2:34][CH3:35])=[O:32])[CH2:29][C:28](=[O:30])[NH:27][C:25]1=[O:26])=[O:22])[C:14]1[CH:19]=[CH:18][CH:17]=[CH:16][CH:15]=1. (5) Given the reactants [Br:1][C:2]1[CH:7]=[C:6]([O:8]C)[CH:5]=[C:4]([O:10]C)[CH:3]=1.B(Br)(Br)Br.CO.C([O-])(O)=O.[Na+], predict the reaction product. The product is: [Br:1][C:2]1[CH:7]=[C:6]([OH:8])[CH:5]=[C:4]([OH:10])[CH:3]=1. (6) Given the reactants [CH3:1][O:2][C:3]1[CH:13]=[CH:12][CH:11]=[C:5]2[C:6]([NH:8][C:9](=O)[C:4]=12)=O.B.CO.Cl, predict the reaction product. The product is: [CH3:1][O:2][C:3]1[CH:13]=[CH:12][CH:11]=[C:5]2[C:4]=1[CH2:9][NH:8][CH2:6]2. (7) Given the reactants C(OP([CH2:9][C:10]#[N:11])(=O)OCC)C.[H-].[Na+].[CH3:14][N:15]1[CH:19]=[C:18]([C:20]2[CH:21]=[C:22]([C:26]3([CH:47]=O)[CH2:31][CH2:30][N:29]([C:32]4[N:40]=[CH:39][N:38]=[C:37]5[C:33]=4[N:34]=[CH:35][N:36]5[CH:41]4[CH2:46][CH2:45][CH2:44][CH2:43][O:42]4)[CH2:28][CH2:27]3)[CH:23]=[CH:24][CH:25]=2)[CH:17]=[N:16]1, predict the reaction product. The product is: [CH3:14][N:15]1[CH:19]=[C:18]([C:20]2[CH:21]=[C:22]([C:26]3([CH:47]=[CH:9][C:10]#[N:11])[CH2:31][CH2:30][N:29]([C:32]4[N:40]=[CH:39][N:38]=[C:37]5[C:33]=4[N:34]=[CH:35][N:36]5[CH:41]4[CH2:46][CH2:45][CH2:44][CH2:43][O:42]4)[CH2:28][CH2:27]3)[CH:23]=[CH:24][CH:25]=2)[CH:17]=[N:16]1.